This data is from Full USPTO retrosynthesis dataset with 1.9M reactions from patents (1976-2016). The task is: Predict the reactants needed to synthesize the given product. (1) Given the product [C:27]1([NH:24][C:25]([N:10]2[CH2:9][CH2:8][CH:7]([CH2:6][NH:5][C@@H:13]3[CH2:15][C@H:14]3[C:16]3[CH:17]=[CH:18][CH:19]=[CH:20][CH:21]=3)[CH2:12][CH2:11]2)=[O:26])[CH:32]=[CH:31][CH:30]=[CH:29][CH:28]=1, predict the reactants needed to synthesize it. The reactants are: FC(F)(F)C([N:5]([C@@H:13]1[CH2:15][C@H:14]1[C:16]1[CH:21]=[CH:20][CH:19]=[CH:18][CH:17]=1)[CH2:6][CH:7]1[CH2:12][CH2:11][NH:10][CH2:9][CH2:8]1)=O.[N:24]([C:27]1[CH:32]=[CH:31][CH:30]=[CH:29][CH:28]=1)=[C:25]=[O:26].[NH4+].[Cl-]. (2) The reactants are: [N+:1]([C:4]1[CH:9]=[CH:8][C:7]([OH:10])=[CH:6][CH:5]=1)([O-:3])=[O:2].Cl[CH2:12][C:13]1[O:17][N:16]=[C:15]([C:18]2[CH:23]=[CH:22][CH:21]=[CH:20][CH:19]=2)[N:14]=1.C([O-])([O-])=O.[K+].[K+]. Given the product [N+:1]([C:4]1[CH:9]=[CH:8][C:7]([O:10][CH2:12][C:13]2[O:17][N:16]=[C:15]([C:18]3[CH:19]=[CH:20][CH:21]=[CH:22][CH:23]=3)[N:14]=2)=[CH:6][CH:5]=1)([O-:3])=[O:2], predict the reactants needed to synthesize it. (3) Given the product [CH3:1][O:2][C:3](=[O:18])[C:4]([C:8](=[O:17])[C:9]1[CH:14]=[CH:13][C:12]([CH3:15])=[C:11]([CH3:16])[CH:10]=1)=[CH:5][NH:28][C:26]1[CH:25]=[CH:24][C:23]2[O:19][CH2:20][O:21][C:22]=2[CH:27]=1, predict the reactants needed to synthesize it. The reactants are: [CH3:1][O:2][C:3](=[O:18])[C:4]([C:8](=[O:17])[C:9]1[CH:14]=[CH:13][C:12]([CH3:15])=[C:11]([CH3:16])[CH:10]=1)=[CH:5]OC.[O:19]1[C:23]2[CH:24]=[CH:25][C:26]([NH2:28])=[CH:27][C:22]=2[O:21][CH2:20]1. (4) Given the product [ClH:23].[F:1][C:2]1[CH:3]=[CH:4][C:5]([O:6][CH2:7][CH:8]2[CH2:13][CH2:12][CH2:11][NH:10][CH2:9]2)=[CH:21][CH:22]=1, predict the reactants needed to synthesize it. The reactants are: [F:1][C:2]1[CH:22]=[CH:21][C:5]([O:6][CH2:7][CH:8]2[CH2:13][CH2:12][CH2:11][N:10](C(OC(C)(C)C)=O)[CH2:9]2)=[CH:4][CH:3]=1.[ClH:23]. (5) Given the product [Cl:1][C:2]1[CH:3]=[CH:4][C:5]([S:8]([NH:11][C:12]2[CH:24]=[CH:23][C:15]3[S:16][C:17]([C:19]([OH:21])=[O:20])=[CH:18][C:14]=3[CH:13]=2)(=[O:9])=[O:10])=[CH:6][CH:7]=1, predict the reactants needed to synthesize it. The reactants are: [Cl:1][C:2]1[CH:7]=[CH:6][C:5]([S:8]([NH:11][C:12]2[CH:24]=[CH:23][C:15]3[S:16][C:17]([C:19]([O:21]C)=[O:20])=[CH:18][C:14]=3[CH:13]=2)(=[O:10])=[O:9])=[CH:4][CH:3]=1.O.[OH-].[Li+].O. (6) Given the product [N+:19]([C:22]1[CH:23]=[CH:24][C:25]([C:26]([O:16][CH2:15][C@H:13]2[C:12]([CH3:18])([CH3:17])[CH2:11][O:10][C@@H:9]([C:6]3[CH:5]=[CH:4][C:3]([O:2][CH3:1])=[CH:8][CH:7]=3)[O:14]2)=[O:27])=[CH:29][CH:30]=1)([O-:21])=[O:20], predict the reactants needed to synthesize it. The reactants are: [CH3:1][O:2][C:3]1[CH:8]=[CH:7][C:6]([C@H:9]2[O:14][C@@H:13]([CH2:15][OH:16])[C:12]([CH3:18])([CH3:17])[CH2:11][O:10]2)=[CH:5][CH:4]=1.[N+:19]([C:22]1[CH:30]=[CH:29][C:25]([C:26](Cl)=[O:27])=[CH:24][CH:23]=1)([O-:21])=[O:20]. (7) Given the product [CH3:18][O:16][C:15]([CH:13]1[C:14]2[CH:1]=[CH:2][CH:3]=[CH:4][C:5]=2[O:6][C:7]2[C:12]1=[CH:11][CH:10]=[CH:9][CH:8]=2)=[O:17], predict the reactants needed to synthesize it. The reactants are: [CH:1]1[C:14]2[CH:13]([C:15]([OH:17])=[O:16])[C:12]3[C:7](=[CH:8][CH:9]=[CH:10][CH:11]=3)[O:6][C:5]=2[CH:4]=[CH:3][CH:2]=1.[C:18]([O-])([O-])=O.[Cs+].[Cs+].CI.